From a dataset of Catalyst prediction with 721,799 reactions and 888 catalyst types from USPTO. Predict which catalyst facilitates the given reaction. (1) Product: [Cl-:8].[CH3:11][P+:12]([CH3:14])([CH3:13])[CH2:7][C:6]1[CH:9]=[CH:10][C:3]([CH:1]=[CH2:2])=[CH:4][CH:5]=1. Reactant: [CH:1]([C:3]1[CH:10]=[CH:9][C:6]([CH2:7][Cl:8])=[CH:5][CH:4]=1)=[CH2:2].[CH3:11][P:12]([CH3:14])[CH3:13]. The catalyst class is: 23. (2) Reactant: [NH2:1][C:2]1[CH:3]=[C:4]([CH:8]=[CH:9][CH:10]=1)[C:5]([NH2:7])=[O:6].C(O)(=O)C.[CH:15](OCC)(OCC)OCC.[N-:25]=[N+:26]=[N-:27].[Na+].Cl.N([O-])=O.[Na+]. Product: [N:1]1([C:2]2[CH:3]=[C:4]([CH:8]=[CH:9][CH:10]=2)[C:5]([NH2:7])=[O:6])[CH:15]=[N:27][N:26]=[N:25]1. The catalyst class is: 6. (3) Reactant: C[O:2][C:3](=[O:35])[CH2:4][C:5]1[CH:10]=[CH:9][C:8]([C:11]2[CH:16]=[CH:15][C:14]([N:17]3[C:21]([CH3:22])=[C:20]([NH:23][C:24]([O:26][C@@H:27]([C:29]4[CH:34]=[CH:33][CH:32]=[CH:31][CH:30]=4)[CH3:28])=[O:25])[N:19]=[N:18]3)=[CH:13][CH:12]=2)=[CH:7][CH:6]=1.C1COCC1.[Li+].[OH-].Cl. Product: [CH3:22][C:21]1[N:17]([C:14]2[CH:13]=[CH:12][C:11]([C:8]3[CH:7]=[CH:6][C:5]([CH2:4][C:3]([OH:35])=[O:2])=[CH:10][CH:9]=3)=[CH:16][CH:15]=2)[N:18]=[N:19][C:20]=1[NH:23][C:24]([O:26][C@@H:27]([C:29]1[CH:34]=[CH:33][CH:32]=[CH:31][CH:30]=1)[CH3:28])=[O:25]. The catalyst class is: 6. (4) Reactant: [C:1]([C:5]1[CH:23]=[C:8]2[N:9]=[C:10]([CH3:22])[C:11]([CH:14]([CH2:19][CH2:20][CH3:21])[C:15]([O:17][CH3:18])=[O:16])=[C:12](Cl)[N:7]2[N:6]=1)([CH3:4])([CH3:3])[CH3:2].[O:24]1[CH2:30][CH2:29][CH2:28][O:27][C:26]2[CH:31]=[C:32](B(O)O)[CH:33]=[CH:34][C:25]1=2.C(N(C(C)C)CC)(C)C. Product: [C:1]([C:5]1[CH:23]=[C:8]2[N:9]=[C:10]([CH3:22])[C:11]([CH:14]([CH2:19][CH2:20][CH3:21])[C:15]([O:17][CH3:18])=[O:16])=[C:12]([C:32]3[CH:33]=[CH:34][C:25]4[O:24][CH2:30][CH2:29][CH2:28][O:27][C:26]=4[CH:31]=3)[N:7]2[N:6]=1)([CH3:4])([CH3:3])[CH3:2]. The catalyst class is: 149. (5) Reactant: C([O:5][C:6]([C@H:8]1[CH2:12][CH2:11][CH2:10][N:9]1[C:13](=[O:33])[CH2:14][CH2:15][NH:16][CH2:17][CH2:18][C:19]([N:21]1[CH2:25][CH2:24][CH2:23][C@@H:22]1[C:26]([O:28]C(C)(C)C)=[O:27])=[O:20])=[O:7])(C)(C)C.[F:34][C:35]([F:40])([F:39])[C:36]([OH:38])=[O:37]. Product: [F:34][C:35]([F:40])([F:39])[C:36]([OH:38])=[O:37].[C:26]([C@H:22]1[CH2:23][CH2:24][CH2:25][N:21]1[C:19](=[O:20])[CH2:18][CH2:17][NH:16][CH2:15][CH2:14][C:13]([N:9]1[CH2:10][CH2:11][CH2:12][C@@H:8]1[C:6]([OH:7])=[O:5])=[O:33])([OH:28])=[O:27]. The catalyst class is: 46. (6) Reactant: [CH2:1]([N:8]([CH2:23][CH:24]1[CH2:29][CH2:28][CH:27]([CH2:30][OH:31])[CH2:26][CH2:25]1)[S:9]([NH:12][C:13](=[O:22])[C:14]1[CH:19]=[C:18]([CH3:20])[CH:17]=[C:16]([CH3:21])[CH:15]=1)(=[O:11])=[O:10])[C:2]1[CH:7]=[CH:6][CH:5]=[CH:4][CH:3]=1.C(N(CC)CC)C.[C:39]1([N:45]=[C:46]=[O:47])[CH:44]=[CH:43][CH:42]=[CH:41][CH:40]=1. Product: [C:39]1([NH:45][C:46](=[O:47])[O:31][CH2:30][CH:27]2[CH2:26][CH2:25][CH:24]([CH2:23][N:8]([CH2:1][C:2]3[CH:3]=[CH:4][CH:5]=[CH:6][CH:7]=3)[S:9]([NH:12][C:13](=[O:22])[C:14]3[CH:19]=[C:18]([CH3:20])[CH:17]=[C:16]([CH3:21])[CH:15]=3)(=[O:11])=[O:10])[CH2:29][CH2:28]2)[CH:44]=[CH:43][CH:42]=[CH:41][CH:40]=1. The catalyst class is: 4. (7) Product: [CH3:20][S:17]([C:8]1[CH:7]=[C:6]([CH:11]=[C:10]([N:12]([CH3:16])[CH2:13][CH2:14][CH3:15])[N:9]=1)[C:5]([OH:21])=[O:4])(=[O:19])=[O:18]. The catalyst class is: 5. Reactant: [OH-].[Na+].C[O:4][C:5](=[O:21])[C:6]1[CH:11]=[C:10]([N:12]([CH3:16])[CH2:13][CH2:14][CH3:15])[N:9]=[C:8]([S:17]([CH3:20])(=[O:19])=[O:18])[CH:7]=1.Cl. (8) Reactant: CN(C(ON1N=NC2C=CC=NC1=2)=[N+](C)C)C.F[P-](F)(F)(F)(F)F.[O:25]1[C:30]2([CH2:35][CH2:34][N:33]([CH2:36][C:37]3[CH:38]=[C:39]([CH2:44][CH2:45][OH:46])[CH:40]=[CH:41][C:42]=3[F:43])[CH2:32][CH2:31]2)[CH2:29][NH:28][CH2:27][CH2:26]1.[CH:47]([C:50]1[S:51][CH:52]=[C:53]([C:55](O)=[O:56])[N:54]=1)([CH3:49])[CH3:48].C(N(CC)CC)C. Product: [F:43][C:42]1[CH:41]=[CH:40][C:39]([CH2:44][CH2:45][OH:46])=[CH:38][C:37]=1[CH2:36][N:33]1[CH2:34][CH2:35][C:30]2([O:25][CH2:26][CH2:27][N:28]([C:55]([C:53]3[N:54]=[C:50]([CH:47]([CH3:49])[CH3:48])[S:51][CH:52]=3)=[O:56])[CH2:29]2)[CH2:31][CH2:32]1. The catalyst class is: 3. (9) Reactant: [C:1]([C:5]1[CH:10]=[CH:9][C:8]([C:11]2[C:19]3[C:14](=[CH:15][CH:16]=[CH:17][CH:18]=3)[NH:13][C:12]=2[C:20]([O:22][CH2:23][CH3:24])=[O:21])=[CH:7][CH:6]=1)([CH3:4])([CH3:3])[CH3:2].[C:25]([O-:28])([O-])=O.[K+].[K+].[OH2:31].[CH3:32][CH2:33][O:34][C:35]([CH3:37])=O. Product: [CH3:3][C:1]([C:5]1[CH:6]=[CH:7][C:8]([C:11]2[C:19]3[C:14](=[CH:15][CH:16]=[CH:17][CH:18]=3)[N:13]([CH2:18][C:19]3[CH:11]=[C:12]([O:31][CH2:1][C:5]4[CH:10]=[CH:9][CH:8]=[CH:7][CH:6]=4)[CH:20]=[C:35]([O:34][CH2:33][CH2:32][O:28][CH3:25])[CH:37]=3)[C:12]=2[C:20]([O:22][CH2:23][CH3:24])=[O:21])=[CH:9][CH:10]=1)([CH3:4])[CH3:2]. The catalyst class is: 3.